This data is from Catalyst prediction with 721,799 reactions and 888 catalyst types from USPTO. The task is: Predict which catalyst facilitates the given reaction. (1) Reactant: C([O:3][C:4](=[O:42])[C@H:5]([OH:41])[CH2:6][NH:7][C:8](=[O:40])[C:9]1[CH:14]=[CH:13][C:12]([CH:15]([NH:28][C:29]([NH:31][C:32]2[CH:37]=[C:36]([Cl:38])[CH:35]=[C:34]([Cl:39])[CH:33]=2)=[O:30])[C:16]2[CH:21]=[CH:20][C:19]([C:22]3[CH2:27][CH2:26][CH2:25][CH2:24][CH:23]=3)=[CH:18][CH:17]=2)=[CH:11][CH:10]=1)C.[OH-].[Na+].Cl. Product: [C:22]1([C:19]2[CH:18]=[CH:17][C:16]([CH:15]([NH:28][C:29]([NH:31][C:32]3[CH:33]=[C:34]([Cl:39])[CH:35]=[C:36]([Cl:38])[CH:37]=3)=[O:30])[C:12]3[CH:13]=[CH:14][C:9]([C:8]([NH:7][CH2:6][C@@H:5]([OH:41])[C:4]([OH:42])=[O:3])=[O:40])=[CH:10][CH:11]=3)=[CH:21][CH:20]=2)[CH2:27][CH2:26][CH2:25][CH2:24][CH:23]=1. The catalyst class is: 353. (2) The catalyst class is: 1. Reactant: C[C:2]1(C)[O:7][C:6]2[CH:8]=[CH:9][C:10]([C@H:12]3[O:16]C(=O)[N:14]([CH2:18][CH2:19][C:20]4[CH:21]=[C:22]([CH:37]=[CH:38][CH:39]=4)[CH2:23][O:24][CH2:25][CH2:26][CH2:27][CH2:28][C:29]4[CH:30]=[C:31]([CH:34]=[CH:35][CH:36]=4)[C:32]#[N:33])[CH2:13]3)=[CH:11][C:5]=2[CH2:4][O:3]1.C[Si](C)(C)[O-:43].[K+].CO. Product: [OH:16][C@H:12]([C:10]1[CH:9]=[CH:8][C:6]([OH:7])=[C:5]([CH2:4][OH:3])[CH:11]=1)[CH2:13][NH:14][CH2:18][CH2:19][C:20]1[CH:21]=[C:22]([CH:37]=[CH:38][CH:39]=1)[CH2:23][O:24][CH2:25][CH2:26][CH2:27][CH2:28][C:29]1[CH:30]=[C:31]([CH:34]=[CH:35][CH:36]=1)[C:32]([NH2:33])=[O:43].[CH:2]([OH:7])=[O:3]. (3) Reactant: [F:1][C:2]1([F:13])[O:6][C:5]2[CH:7]=[CH:8][C:9]([CH:11]=O)=[CH:10][C:4]=2[O:3]1.[CH3:14][C:15]1([CH3:23])[O:22][C:20](=[O:21])[CH2:19][C:17](=[O:18])[O:16]1.N1CCCC1C(O)=O.[CH3:32][S:33][CH2:34][C:35]1[CH:36]=[CH:37][CH:38]=[C:39]2[C:43]=1[NH:42][CH:41]=[CH:40]2. Product: [F:1][C:2]1([F:13])[O:6][C:5]2[CH:7]=[CH:8][C:9]([CH:11]([C:40]3[C:39]4[C:43](=[C:35]([CH2:34][S:33][CH3:32])[CH:36]=[CH:37][CH:38]=4)[NH:42][CH:41]=3)[CH:19]3[C:20](=[O:21])[O:22][C:15]([CH3:23])([CH3:14])[O:16][C:17]3=[O:18])=[CH:10][C:4]=2[O:3]1. The catalyst class is: 10. (4) Reactant: Cl[C:2]1[CH:7]=[C:6]([C:8]2[NH:12][N:11]=[C:10]([C:13]3[S:14][CH:15]=[CH:16][CH:17]=3)[C:9]=2[CH2:18][CH2:19][NH:20][S:21]([C:24]2[CH:29]=[CH:28][C:27]([CH2:30][CH2:31][CH2:32][CH2:33][CH3:34])=[CH:26][CH:25]=2)(=[O:23])=[O:22])[CH:5]=[CH:4][N:3]=1.[NH:35]1[CH2:40][CH2:39][O:38][CH2:37][CH2:36]1. Product: [N:35]1([C:2]2[CH:7]=[C:6]([C:8]3[NH:12][N:11]=[C:10]([C:13]4[S:14][CH:15]=[CH:16][CH:17]=4)[C:9]=3[CH2:18][CH2:19][NH:20][S:21]([C:24]3[CH:25]=[CH:26][C:27]([CH2:30][CH2:31][CH2:32][CH2:33][CH3:34])=[CH:28][CH:29]=3)(=[O:23])=[O:22])[CH:5]=[CH:4][N:3]=2)[CH2:40][CH2:39][O:38][CH2:37][CH2:36]1. The catalyst class is: 60.